This data is from Reaction yield outcomes from USPTO patents with 853,638 reactions. The task is: Predict the reaction yield, written as a fraction of the theoretical maximum amount of product (1.0 means a 100% yield; for example, 0.34 means a 34% yield). The reactants are [N+:1]([C:4]1[CH:9]=[CH:8][C:7]([CH:10]2[CH2:15][C:14](=[O:16])[NH:13][C:12](=[O:17])[CH2:11]2)=[CH:6][CH:5]=1)([O-])=O. The catalyst is CO.[Pd]. The product is [NH2:1][C:4]1[CH:5]=[CH:6][C:7]([CH:10]2[CH2:11][C:12](=[O:17])[NH:13][C:14](=[O:16])[CH2:15]2)=[CH:8][CH:9]=1. The yield is 0.620.